Dataset: Reaction yield outcomes from USPTO patents with 853,638 reactions. Task: Predict the reaction yield, written as a fraction of the theoretical maximum amount of product (1.0 means a 100% yield; for example, 0.34 means a 34% yield). (1) The reactants are [Cl:1][C:2]1[C:7](C#N)=[CH:6][C:5]([F:10])=[C:4]([Cl:11])[N:3]=1.C([CH:14]([C:18]([O-:20])=O)[C:15]([O-:17])=[O:16])C.[K+].[K+].Cl.Cl[CH2:25][CH2:26]Cl. The catalyst is [Cl-].[Zn+2].[Cl-]. The product is [Cl:1][C:2]1[C:7]([C:18](=[O:20])[CH2:14][C:15]([O:17][CH2:25][CH3:26])=[O:16])=[CH:6][C:5]([F:10])=[C:4]([Cl:11])[N:3]=1. The yield is 0.800. (2) The catalyst is C1COCC1. The product is [CH2:1]([O:4][C:5]([NH:7][C@@H:8]([CH:12]([CH3:14])[CH3:13])[C:9]([O:11][N:16]1[C:20](=[O:21])[CH2:19][CH2:18][C:17]1=[O:22])=[O:10])=[O:6])[CH:2]=[CH2:3]. The yield is 1.00. The reactants are [CH2:1]([O:4][C:5]([NH:7][C@@H:8]([CH:12]([CH3:14])[CH3:13])[C:9]([OH:11])=[O:10])=[O:6])[CH:2]=[CH2:3].O[N:16]1[C:20](=[O:21])[CH2:19][CH2:18][C:17]1=[O:22].C1(N=C=NC2CCCCC2)CCCCC1. (3) The reactants are [N:1]1[C:2]([C:10]([OH:12])=O)=[CH:3][N:4]2[CH:9]=[CH:8][CH:7]=[CH:6][C:5]=12.F[P-](F)(F)(F)(F)F.N1(OC(N(C)C)=[N+](C)C)C2N=CC=CC=2N=N1.C(N(CC)CC)C.[C:44]([C:48]1[N:53]=[C:52]([N:54]2[CH2:59][CH2:58][N:57]([CH2:60][CH2:61][CH2:62][CH2:63][NH2:64])[CH2:56][CH2:55]2)[CH:51]=[C:50]([CH3:65])[N:49]=1)([CH3:47])([CH3:46])[CH3:45]. The catalyst is C(#N)C.C(Cl)(Cl)Cl. The product is [C:44]([C:48]1[N:53]=[C:52]([N:54]2[CH2:55][CH2:56][N:57]([CH2:60][CH2:61][CH2:62][CH2:63][NH:64][C:10]([C:2]3[N:1]=[C:5]4[CH:6]=[CH:7][CH:8]=[CH:9][N:4]4[CH:3]=3)=[O:12])[CH2:58][CH2:59]2)[CH:51]=[C:50]([CH3:65])[N:49]=1)([CH3:47])([CH3:46])[CH3:45]. The yield is 0.200.